From a dataset of Catalyst prediction with 721,799 reactions and 888 catalyst types from USPTO. Predict which catalyst facilitates the given reaction. (1) Reactant: ClC1SN=NC=1CN1C2=CN=C(C(OCC)=O)C=C2C=C1.N1C2=CN=C(C(OCC)=O)C=C2C=C1.ClC1SN=NC=1CCl.[CH2:44]([O:46][C:47]1[S:51][N:50]=[N:49][C:48]=1[CH2:52][N:53]1[C:57]2=[CH:58][N:59]=[C:60]([C:62]([OH:64])=O)[CH:61]=[C:56]2[CH:55]=[CH:54]1)[CH3:45].[OH-].[Na+].ClC1C(F)=C(C(F)=CC=1)CN1C2=CN=C(C([NH:83][OH:84])=O)C=C2C=C1.Cl.NO. Product: [CH2:44]([O:46][C:47]1[S:51][N:50]=[N:49][C:48]=1[CH2:52][N:53]1[C:57]2=[CH:58][N:59]=[C:60]([C:62]([NH:83][OH:84])=[O:64])[CH:61]=[C:56]2[CH:55]=[CH:54]1)[CH3:45]. The catalyst class is: 8. (2) Reactant: [C:1]([O:4][C@@H:5]1[C@@H:10]([O:11][C:12](=[O:14])[CH3:13])[C@H:9]([O:15][C:16](=[O:18])[CH3:17])[C@@H:8]([CH2:19][O:20][C:21](=[O:23])[CH3:22])[O:7][C@H:6]1[O:24][C:25]1[CH:30]=[C:29]([CH3:31])[CH:28]=[C:27]([O:32][CH2:33][C:34](OC)=O)[C:26]=1C(=O)C)(=[O:3])[CH3:2].[C:41]1([CH3:49])[CH:46]=[CH:45][C:44]([CH:47]=O)=[CH:43][CH:42]=1.[OH-].[K+].Cl.[CH2:53](O)C. Product: [C:1]([O:4][C@@H:5]1[C@@H:10]([O:11][C:12](=[O:14])[CH3:13])[C@H:19]([O:20][C:21](=[O:23])[CH3:22])[C@@H:8]([CH2:9][O:15][C:16](=[O:18])[CH3:17])[O:7][C@H:6]1[O:24][C:25]1[C:26]2[C:34]([CH2:53][CH2:47][C:44]3[CH:45]=[CH:46][C:41]([CH3:49])=[CH:42][CH:43]=3)=[CH:33][O:32][C:27]=2[CH:28]=[C:29]([CH3:31])[CH:30]=1)(=[O:3])[CH3:2]. The catalyst class is: 6. (3) Reactant: [CH2:1]([O:8][CH2:9][C@H:10]([NH:25][C:26]([O:28][C:29]([CH3:32])([CH3:31])[CH3:30])=[O:27])[C@H:11]([N:13]([CH2:18][CH2:19]OS(C)(=O)=O)[S:14]([CH3:17])(=[O:16])=[O:15])[CH3:12])[C:2]1[CH:7]=[CH:6][CH:5]=[CH:4][CH:3]=1.[H-].[Na+].Cl. Product: [CH2:1]([O:8][CH2:9][C@H:10]1[C@@H:11]([CH3:12])[N:13]([S:14]([CH3:17])(=[O:16])=[O:15])[CH2:18][CH2:19][N:25]1[C:26]([O:28][C:29]([CH3:30])([CH3:31])[CH3:32])=[O:27])[C:2]1[CH:3]=[CH:4][CH:5]=[CH:6][CH:7]=1. The catalyst class is: 3.